This data is from Full USPTO retrosynthesis dataset with 1.9M reactions from patents (1976-2016). The task is: Predict the reactants needed to synthesize the given product. (1) The reactants are: ClC1C=[C:4]([CH:41]=[CH:42][C:43]=1F)[C:5]1[C:10]([C:11]2[CH:20]=[CH:19][C:18]3[C:13](=[CH:14][CH:15]=[C:16]([C:21]4[N:25]([CH:26]5[CH2:31][CH2:30][CH2:29][CH2:28][CH2:27]5)[C:24]5[CH:32]=[CH:33][C:34]([C:36]([OH:38])=[O:37])=[CH:35][C:23]=5[N:22]=4)[CH:17]=3)[N:12]=2)=[CH:9][C:8]([O:39][CH3:40])=[CH:7][CH:6]=1.COC(C1C=CC2N(C3CCCCC3)C(C3C=C4C(=CC=3)N=C(C3C=C(OC)C=CC=3Br)C=C4)=NC=2C=1)=O.[S:83]1C=CC=C1B(O)O. Given the product [CH:26]1([N:25]2[C:24]3[CH:32]=[CH:33][C:34]([C:36]([OH:38])=[O:37])=[CH:35][C:23]=3[N:22]=[C:21]2[C:16]2[CH:17]=[C:18]3[C:13](=[CH:14][CH:15]=2)[N:12]=[C:11]([C:10]2[CH:9]=[C:8]([O:39][CH3:40])[CH:7]=[CH:6][C:5]=2[C:4]2[S:83][CH:43]=[CH:42][CH:41]=2)[CH:20]=[CH:19]3)[CH2:31][CH2:30][CH2:29][CH2:28][CH2:27]1, predict the reactants needed to synthesize it. (2) Given the product [ClH:33].[NH2:17][CH:9]1[CH2:10][C:11]2[C:16]3=[C:15]([N:5]([CH2:4][C:3]([N:2]([CH3:1])[C:27]4[CH:32]=[CH:31][CH:30]=[CH:29][CH:28]=4)=[O:26])[C:6](=[O:25])[N:7]3[CH2:8]1)[CH:14]=[CH:13][CH:12]=2, predict the reactants needed to synthesize it. The reactants are: [CH3:1][N:2]([C:27]1[CH:32]=[CH:31][CH:30]=[CH:29][CH:28]=1)[C:3](=[O:26])[CH2:4][N:5]1[C:15]2=[C:16]3[C:11](=[CH:12][CH:13]=[CH:14]2)[CH2:10][CH:9]([NH:17]C(=O)OC(C)(C)C)[CH2:8][N:7]3[C:6]1=[O:25].[ClH:33].O1CCOCC1. (3) Given the product [Cl:1][C:2]1[N:10]=[C:9]2[C:5]([N:6]=[C:7]([CH:35]=[O:36])[N:8]2[CH2:11][CH3:12])=[C:4]([N:13]2[CH2:14][CH2:15][O:16][CH2:17][CH2:18]2)[N:3]=1, predict the reactants needed to synthesize it. The reactants are: [Cl:1][C:2]1[N:10]=[C:9]2[C:5]([N:6]=[CH:7][N:8]2[CH2:11][CH3:12])=[C:4]([N:13]2[CH2:18][CH2:17][O:16][CH2:15][CH2:14]2)[N:3]=1.CN(CCN(C)C)C.[Li]CCCC.CN([CH:35]=[O:36])C. (4) Given the product [C:21]([S@@:24]([NH:26][C@H:9]([C:4]1[CH:3]=[C:2]([F:1])[CH:7]=[C:6]([F:8])[CH:5]=1)[CH2:10][CH2:11][C:12]([CH3:18])([CH3:17])[C:13]([O:15][CH3:16])=[O:14])=[O:25])([CH3:23])([CH3:22])[CH3:20], predict the reactants needed to synthesize it. The reactants are: [F:1][C:2]1[CH:3]=[C:4]([C:9](=O)[CH2:10][CH2:11][C:12]([CH3:18])([CH3:17])[C:13]([O:15][CH3:16])=[O:14])[CH:5]=[C:6]([F:8])[CH:7]=1.[CH3:20][C:21]([S@@:24]([NH2:26])=[O:25])([CH3:23])[CH3:22].[BH4-].[Na+].CO. (5) Given the product [P:10]([Cl:12])([Cl:11])([O:8][CH2:1][C:2]1[CH:7]=[CH:6][CH:5]=[CH:4][CH:3]=1)=[O:9], predict the reactants needed to synthesize it. The reactants are: [CH2:1]([OH:8])[C:2]1[CH:7]=[CH:6][CH:5]=[CH:4][CH:3]=1.[O:9]=[P:10](Cl)([Cl:12])[Cl:11].C(O)CCO.C([O-])(O)=O.[Na+]. (6) Given the product [OH:28][CH2:27][CH2:26][CH:23]1[CH2:24][CH2:25][N:20]([C:10]2[N:11]=[C:6]([CH2:5][C:4]3[CH:17]=[CH:18][CH:19]=[C:2]([CH3:1])[CH:3]=3)[NH:7][C:8](=[O:16])[C:9]=2[C:14]#[N:15])[CH2:21][CH2:22]1, predict the reactants needed to synthesize it. The reactants are: [CH3:1][C:2]1[CH:3]=[C:4]([CH:17]=[CH:18][CH:19]=1)[CH2:5][C:6]1[NH:7][C:8](=[O:16])[C:9]([C:14]#[N:15])=[C:10](SC)[N:11]=1.[NH:20]1[CH2:25][CH2:24][CH:23]([CH2:26][CH2:27][OH:28])[CH2:22][CH2:21]1. (7) Given the product [ClH:26].[F:25][C:22]1[CH:23]=[CH:24][C:19]([C:17]2[O:16][N:15]=[C:14]([C@@H:10]3[CH2:11][CH2:12][CH2:13][NH:8][CH2:9]3)[N:18]=2)=[CH:20][CH:21]=1, predict the reactants needed to synthesize it. The reactants are: C(OC([N:8]1[CH2:13][CH2:12][CH2:11][C@@H:10]([C:14]2[N:18]=[C:17]([C:19]3[CH:24]=[CH:23][C:22]([F:25])=[CH:21][CH:20]=3)[O:16][N:15]=2)[CH2:9]1)=O)(C)(C)C.[Cl:26]CCl.